Dataset: Reaction yield outcomes from USPTO patents with 853,638 reactions. Task: Predict the reaction yield, written as a fraction of the theoretical maximum amount of product (1.0 means a 100% yield; for example, 0.34 means a 34% yield). (1) The reactants are C([N-]C(C)C)(C)C.[Li+].[CH3:9][C:10]1[S:14][CH:13]=[N:12][CH:11]=1.[CH3:15][C:16]([S:19]([N:21]=[C:22]1[CH2:27][CH2:26][O:25][CH2:24][CH2:23]1)=[O:20])([CH3:18])[CH3:17].C[Al](C)C.CCCCCCC. The catalyst is C1COCC1.C1(C)C=CC=CC=1. The product is [CH3:18][C:16]([S:19]([NH:21][C:22]1([C:13]2[S:14][C:10]([CH3:9])=[CH:11][N:12]=2)[CH2:23][CH2:24][O:25][CH2:26][CH2:27]1)=[O:20])([CH3:15])[CH3:17]. The yield is 0.690. (2) The reactants are [C:1]([C:5]1[C:6]([N+:17]([O-])=O)=[C:7]([OH:16])[C:8]([OH:15])=[C:9]([C:11]([CH3:14])([CH3:13])[CH3:12])[CH:10]=1)([CH3:4])([CH3:3])[CH3:2]. The catalyst is CCO.[Pd]. The product is [C:1]([C:5]1[C:6]([NH2:17])=[C:7]([OH:16])[C:8]([OH:15])=[C:9]([C:11]([CH3:14])([CH3:13])[CH3:12])[CH:10]=1)([CH3:4])([CH3:2])[CH3:3]. The yield is 0.330. (3) The reactants are O1CCCCC1[N:7]1[C:15]2[C:10](=[CH:11][C:12]([C:16]3[N:20]=[CH:19][N:18](C(C4C=CC=CC=4)(C4C=CC=CC=4)C4C=CC=CC=4)[N:17]=3)=[CH:13][CH:14]=2)[C:9]([C:40]2[CH:45]=[CH:44][C:43]([NH2:46])=[CH:42][CH:41]=2)=[N:8]1.[CH3:47][S:48](Cl)(=[O:50])=[O:49].C(N(CC)CC)C. The yield is 0.280. The catalyst is O1CCCC1. The product is [NH:18]1[CH:19]=[N:20][C:16]([C:12]2[CH:11]=[C:10]3[C:15](=[CH:14][CH:13]=2)[NH:7][N:8]=[C:9]3[C:40]2[CH:45]=[CH:44][C:43]([NH:46][S:48]([CH3:47])(=[O:50])=[O:49])=[CH:42][CH:41]=2)=[N:17]1. (4) The catalyst is O1CCOCC1. The product is [NH2:1][C:2]1[C:7](=[O:8])[NH:6][CH:5]=[C:4]([C:10]2[N:11]=[C:12]([NH:17][C:18]([C:20]3([C:23]4[CH:33]=[CH:32][C:26]5[O:27][C:28]([F:30])([F:31])[O:29][C:25]=5[CH:24]=4)[CH2:21][CH2:22]3)=[O:19])[CH:13]=[CH:14][C:15]=2[CH3:16])[CH:3]=1. The reactants are [NH2:1][C:2]1[CH:3]=[C:4]([C:10]2[C:15]([CH3:16])=[CH:14][CH:13]=[C:12]([NH:17][C:18]([C:20]3([C:23]4[CH:33]=[CH:32][C:26]5[O:27][C:28]([F:31])([F:30])[O:29][C:25]=5[CH:24]=4)[CH2:22][CH2:21]3)=[O:19])[N:11]=2)[CH:5]=[N:6][C:7]=1[O:8]C.Cl. The yield is 0.480.